From a dataset of NCI-60 drug combinations with 297,098 pairs across 59 cell lines. Regression. Given two drug SMILES strings and cell line genomic features, predict the synergy score measuring deviation from expected non-interaction effect. (1) Drug 1: C1=CC(=C2C(=C1NCCNCCO)C(=O)C3=C(C=CC(=C3C2=O)O)O)NCCNCCO. Drug 2: C(=O)(N)NO. Cell line: HL-60(TB). Synergy scores: CSS=77.2, Synergy_ZIP=5.26, Synergy_Bliss=5.19, Synergy_Loewe=-8.72, Synergy_HSA=6.96. (2) Drug 1: CC1=C2C(C(=O)C3(C(CC4C(C3C(C(C2(C)C)(CC1OC(=O)C(C(C5=CC=CC=C5)NC(=O)OC(C)(C)C)O)O)OC(=O)C6=CC=CC=C6)(CO4)OC(=O)C)OC)C)OC. Drug 2: C1CC(=O)NC(=O)C1N2CC3=C(C2=O)C=CC=C3N. Cell line: SK-OV-3. Synergy scores: CSS=41.3, Synergy_ZIP=1.85, Synergy_Bliss=3.05, Synergy_Loewe=-2.79, Synergy_HSA=4.23. (3) Drug 1: C1=NC2=C(N=C(N=C2N1C3C(C(C(O3)CO)O)F)Cl)N. Drug 2: CN(CCCl)CCCl.Cl. Cell line: HOP-92. Synergy scores: CSS=23.4, Synergy_ZIP=-7.47, Synergy_Bliss=0.0407, Synergy_Loewe=-6.92, Synergy_HSA=-5.37.